This data is from Forward reaction prediction with 1.9M reactions from USPTO patents (1976-2016). The task is: Predict the product of the given reaction. (1) Given the reactants [Cl:1][C:2]1[CH:3]=[C:4]([NH2:11])[C:5](=[CH:9][CH:10]=1)[C:6]([OH:8])=O.[C:12](OC(=O)C)(=O)[CH3:13].[CH2:19]([NH2:27])[CH2:20][C:21]1[CH:26]=[CH:25][CH:24]=[CH:23][CH:22]=1, predict the reaction product. The product is: [Cl:1][C:2]1[CH:3]=[C:4]2[C:5]([C:6](=[O:8])[N:27]([CH2:19][CH2:20][C:21]3[CH:26]=[CH:25][CH:24]=[CH:23][CH:22]=3)[C:12]([CH3:13])=[N:11]2)=[CH:9][CH:10]=1. (2) Given the reactants [C:1]1([C:7]2[C:8]3[CH:17]=[CH:16][CH:15]=[CH:14][C:9]=3[S:10][C:11]=2[CH:12]=[O:13])[CH:6]=[CH:5][CH:4]=[CH:3][CH:2]=1.OO.[O-:20]Cl=O.[Na+], predict the reaction product. The product is: [C:1]1([C:7]2[C:8]3[CH:17]=[CH:16][CH:15]=[CH:14][C:9]=3[S:10][C:11]=2[C:12]([OH:20])=[O:13])[CH:2]=[CH:3][CH:4]=[CH:5][CH:6]=1. (3) Given the reactants [C:1]([C:5]1[CH:10]=[CH:9][C:8]([N:11]2[C:20](=[O:21])[C:19]3[C:14](=[CH:15][CH:16]=[C:17]([NH:22]C=O)[CH:18]=3)[C:13]([NH:25][C:26]3[NH:27][N:28]=[C:29]([CH3:31])[CH:30]=3)=[N:12]2)=[CH:7][CH:6]=1)([CH3:4])([CH3:3])[CH3:2], predict the reaction product. The product is: [NH2:22][C:17]1[CH:18]=[C:19]2[C:14]([C:13]([NH:25][C:26]3[NH:27][N:28]=[C:29]([CH3:31])[CH:30]=3)=[N:12][N:11]([C:8]3[CH:7]=[CH:6][C:5]([C:1]([CH3:4])([CH3:3])[CH3:2])=[CH:10][CH:9]=3)[C:20]2=[O:21])=[CH:15][CH:16]=1.